Task: Predict which catalyst facilitates the given reaction.. Dataset: Catalyst prediction with 721,799 reactions and 888 catalyst types from USPTO (1) Reactant: [CH2:1]([C:3]1[O:4][C:5]2[C:11](=[O:12])[CH:10]=[CH:9][C:8](=[O:13])[C:6]=2[N:7]=1)[CH3:2].[NH2:14][C:15]1[CH:20]=[CH:19][CH:18]=[CH:17][CH:16]=1. Product: [NH:14]([C:9]1[C:8](=[O:13])[C:6]2[N:7]=[C:3]([CH2:1][CH3:2])[O:4][C:5]=2[C:11](=[O:12])[CH:10]=1)[C:15]1[CH:20]=[CH:19][CH:18]=[CH:17][CH:16]=1. The catalyst class is: 8. (2) Reactant: [H-].[Na+].[OH:3][C@H:4]1[CH2:9][CH2:8][CH2:7][N:6]([C:10]([O:12][C:13]([CH3:16])([CH3:15])[CH3:14])=[O:11])[CH2:5]1.Cl[C:18]1[CH:23]=[CH:22][N:21]=[CH:20][C:19]=1[N+:24]([O-:26])=[O:25]. Product: [N+:24]([C:19]1[CH:20]=[N:21][CH:22]=[CH:23][C:18]=1[O:3][C@H:4]1[CH2:9][CH2:8][CH2:7][N:6]([C:10]([O:12][C:13]([CH3:16])([CH3:15])[CH3:14])=[O:11])[CH2:5]1)([O-:26])=[O:25]. The catalyst class is: 1. (3) Reactant: [CH3:1][CH:2]([CH2:4][CH2:5][CH2:6][C@H:7]([C@@H:9]1[C@:27]2([CH3:28])[C@H:12]([C@H:13]3[C@H:24]([CH2:25][CH2:26]2)[C@:22]2([CH3:23])[C:16]([CH2:17][C@H:18]([CH2:20][CH2:21]2)O)=[CH:15][CH2:14]3)[CH2:11][CH2:10]1)[CH3:8])[CH3:3].C1(P(C2C=CC=CC=2)C2C=CC=CC=2)C=CC=CC=1.N(C(OC(C)C)=O)=NC(OC(C)C)=O.C1(P([N:76]=[N+:77]=[N-:78])(C2C=CC=CC=2)=O)C=CC=CC=1. Product: [N:76]([C@@H:18]1[CH2:20][CH2:21][C@@:22]2([CH3:23])[C:16](=[CH:15][CH2:14][C@@H:13]3[C@@H:24]2[CH2:25][CH2:26][C@@:27]2([CH3:28])[C@H:12]3[CH2:11][CH2:10][C@@H:9]2[C@H:7]([CH3:8])[CH2:6][CH2:5][CH2:4][CH:2]([CH3:3])[CH3:1])[CH2:17]1)=[N+:77]=[N-:78]. The catalyst class is: 7. (4) Reactant: [Cl:1][C:2]1[CH:7]=[CH:6][C:5]([CH:8](O)[C:9]2[C:10]([C:17]([O:19][CH2:20][CH3:21])=[O:18])=[N:11][N:12]([CH:14]3[CH2:16][CH2:15]3)[CH:13]=2)=[CH:4][CH:3]=1.[NH2:23][C:24]1[CH:25]=[C:26]([CH3:32])[C:27](=[O:31])[N:28]([CH3:30])[CH:29]=1. Product: [Cl:1][C:2]1[CH:7]=[CH:6][C:5]([CH:8]([NH:23][C:24]2[CH:25]=[C:26]([CH3:32])[C:27](=[O:31])[N:28]([CH3:30])[CH:29]=2)[C:9]2[C:10]([C:17]([O:19][CH2:20][CH3:21])=[O:18])=[N:11][N:12]([CH:14]3[CH2:16][CH2:15]3)[CH:13]=2)=[CH:4][CH:3]=1. The catalyst class is: 25.